From a dataset of Full USPTO retrosynthesis dataset with 1.9M reactions from patents (1976-2016). Predict the reactants needed to synthesize the given product. (1) Given the product [C:8]([C:4]1[CH:5]=[C:6]([CH2:23][CH2:22][CH2:21][OH:24])[CH:7]=[C:2]([CH3:1])[C:3]=1[OH:12])([CH3:9])([CH3:11])[CH3:10], predict the reactants needed to synthesize it. The reactants are: [CH3:1][C:2]1[CH:7]=[CH:6][CH:5]=[C:4]([C:8]([CH3:11])([CH3:10])[CH3:9])[C:3]=1[OH:12].CO.C[O-].[Na+].C(O)C.[CH2:21]([OH:24])[CH:22]=[CH2:23].C1(C)C=CC=CC=1. (2) Given the product [CH:1]12[CH2:29][CH:4]([CH:5]([CH2:7][NH:8][C:9]([C:11]3[C:12]([S:17][CH2:18][CH2:19][CH:20]([C:22]4[CH:23]=[CH:24][C:25]([F:28])=[CH:26][CH:27]=4)[OH:21])=[N:13][CH:14]=[CH:15][CH:16]=3)=[O:10])[CH2:6]1)[CH2:3][CH2:2]2, predict the reactants needed to synthesize it. The reactants are: [CH:1]12[CH2:29][CH:4]([CH:5]([CH2:7][NH:8][C:9]([C:11]3[C:12]([S:17][CH2:18][CH2:19][C:20]([C:22]4[CH:27]=[CH:26][C:25]([F:28])=[CH:24][CH:23]=4)=[O:21])=[N:13][CH:14]=[CH:15][CH:16]=3)=[O:10])[CH2:6]1)[CH2:3][CH2:2]2.[BH4-].[Na+].C(Cl)Cl.CCCCCC.CC(=O)OCC. (3) Given the product [C:48]([O:47][C@@H:41]([C:32]1[C:31]([CH3:52])=[CH:30][C:28]2[N:29]=[C:25]([N:15]3[CH2:14][CH2:13][N:12]([C:17]([O:19][C:20]([CH3:23])([CH3:22])[CH3:21])=[O:18])[CH:11]([C:7]4[CH:6]=[C:5]5[C:10](=[CH:9][CH:8]=4)[N:2]([CH3:1])[N:3]=[CH:4]5)[CH2:16]3)[S:26][C:27]=2[C:33]=1[C:34]1[CH:35]=[CH:36][C:37]([Cl:40])=[CH:38][CH:39]=1)[C:42]([O:44][CH2:45][CH3:46])=[O:43])([CH3:49])([CH3:50])[CH3:51], predict the reactants needed to synthesize it. The reactants are: [CH3:1][N:2]1[C:10]2[C:5](=[CH:6][C:7]([CH:11]3[CH2:16][NH:15][CH2:14][CH2:13][N:12]3[C:17]([O:19][C:20]([CH3:23])([CH3:22])[CH3:21])=[O:18])=[CH:8][CH:9]=2)[CH:4]=[N:3]1.Br[C:25]1[S:26][C:27]2[C:33]([C:34]3[CH:39]=[CH:38][C:37]([Cl:40])=[CH:36][CH:35]=3)=[C:32]([C@H:41]([O:47][C:48]([CH3:51])([CH3:50])[CH3:49])[C:42]([O:44][CH2:45][CH3:46])=[O:43])[C:31]([CH3:52])=[CH:30][C:28]=2[N:29]=1.C(=O)([O-])[O-].[K+].[K+]. (4) Given the product [Br:15][C:16]1[CH:21]=[CH:20][C:19]([C:2]2[N:7]=[CH:6][C:5]([C:8]([NH:11][C:12](=[O:14])[CH3:13])([CH3:10])[CH3:9])=[CH:4][CH:3]=2)=[CH:18][CH:17]=1, predict the reactants needed to synthesize it. The reactants are: I[C:2]1[N:7]=[CH:6][C:5]([C:8]([NH:11][C:12](=[O:14])[CH3:13])([CH3:10])[CH3:9])=[CH:4][CH:3]=1.[Br:15][C:16]1[CH:21]=[CH:20][C:19](B(O)O)=[CH:18][CH:17]=1.C([O-])([O-])=O.[Na+].[Na+]. (5) Given the product [CH2:39]([O:38][C:17]1[N:18]([CH2:20][C:21]2[CH:26]=[CH:25][C:24]([C:27]3[CH:32]=[CH:31][CH:30]=[CH:29][C:28]=3[C:33]3[NH:37][N:36]=[N:35][N:34]=3)=[CH:23][CH:22]=2)[C:19]2[C:11]([C:9]([NH:8][CH:3]([CH2:4][CH:5]([CH3:7])[CH3:6])[CH2:2][S:43][C:41](=[O:44])[CH3:42])=[O:10])=[CH:12][CH:13]=[CH:14][C:15]=2[N:16]=1)[CH3:40], predict the reactants needed to synthesize it. The reactants are: Cl[CH2:2][CH:3]([NH:8][C:9]([C:11]1[C:19]2[N:18]([CH2:20][C:21]3[CH:26]=[CH:25][C:24]([C:27]4[CH:32]=[CH:31][CH:30]=[CH:29][C:28]=4[C:33]4[NH:37][N:36]=[N:35][N:34]=4)=[CH:23][CH:22]=3)[C:17]([O:38][CH2:39][CH3:40])=[N:16][C:15]=2[CH:14]=[CH:13][CH:12]=1)=[O:10])[CH2:4][CH:5]([CH3:7])[CH3:6].[C:41]([O-:44])(=[S:43])[CH3:42]. (6) Given the product [C:23]([O:9][CH2:8][C@@H:7]([OH:10])[C@@H:6]([NH:11][C:12]([O:13][C:14]([CH3:17])([CH3:16])[CH3:15])=[O:18])[CH2:5][C:4]1[CH:3]=[C:2]([F:1])[CH:21]=[C:20]([F:22])[CH:19]=1)(=[O:30])[C:24]1[CH:29]=[CH:28][CH:27]=[CH:26][CH:25]=1, predict the reactants needed to synthesize it. The reactants are: [F:1][C:2]1[CH:3]=[C:4]([CH:19]=[C:20]([F:22])[CH:21]=1)[CH2:5][C@H:6]([NH:11][C:12](=[O:18])[O:13][C:14]([CH3:17])([CH3:16])[CH3:15])[C@H:7]([OH:10])[CH2:8][OH:9].[C:23](Cl)(=[O:30])[C:24]1[CH:29]=[CH:28][CH:27]=[CH:26][CH:25]=1.